From a dataset of Forward reaction prediction with 1.9M reactions from USPTO patents (1976-2016). Predict the product of the given reaction. (1) Given the reactants [OH:1][C:2]1[CH:6]([C:7]2[CH:12]=[CH:11][CH:10]=[CH:9][CH:8]=2)[CH2:5][C:4](=[O:13])[CH:3]=1.[CH:14](=O)[C:15]1[CH:20]=[CH:19][CH:18]=[CH:17][CH:16]=1.[NH:22]1[C:30]2[C:25](=[CH:26][CH:27]=[CH:28][CH:29]=2)[C:24]([CH2:31][CH2:32][NH:33][C:34](=[O:36])[CH3:35])=[CH:23]1, predict the reaction product. The product is: [OH:1][C:2]1[CH:6]([C:7]2[CH:12]=[CH:11][CH:10]=[CH:9][CH:8]=2)[CH2:5][C:4](=[O:13])[C:3]=1[CH:14]([C:15]1[CH:20]=[CH:19][CH:18]=[CH:17][CH:16]=1)[C:23]1[NH:22][C:30]2[C:25]([C:24]=1[CH2:31][CH2:32][NH:33][C:34](=[O:36])[CH3:35])=[CH:26][CH:27]=[CH:28][CH:29]=2. (2) The product is: [C:10]1([CH3:19])[CH:15]=[CH:14][CH:13]=[C:12]([C:2]2[S:3][CH:4]=[CH:5][C:6]=2[C:7]([OH:9])=[O:8])[CH:11]=1. Given the reactants Br[C:2]1[S:3][CH:4]=[CH:5][C:6]=1[C:7]([OH:9])=[O:8].[C:10]1([CH3:19])[CH:15]=[CH:14][CH:13]=[C:12](B(O)O)[CH:11]=1.C([O-])([O-])=O.[K+].[K+], predict the reaction product. (3) Given the reactants [F:1][C:2]1[CH:7]=[CH:6][C:5]([N+:8]([O-])=O)=[CH:4][C:3]=1[O:11][CH2:12][CH2:13][O:14][CH3:15].C(O)C.N#N.[H][H], predict the reaction product. The product is: [F:1][C:2]1[CH:7]=[CH:6][C:5]([NH2:8])=[CH:4][C:3]=1[O:11][CH2:12][CH2:13][O:14][CH3:15]. (4) Given the reactants Br[C:2]1[C:3]2[S:11][C:10]([CH3:12])=[CH:9][C:4]=2[C:5](=O)[NH:6][CH:7]=1.[Cu][C:14]#[N:15].O.[ClH:17], predict the reaction product. The product is: [Cl:17][C:5]1[C:4]2[CH:9]=[C:10]([CH3:12])[S:11][C:3]=2[C:2]([C:14]#[N:15])=[CH:7][N:6]=1. (5) The product is: [Br:1][C:2]1[CH:7]=[N:6][CH:5]=[C:4]([N:8]2[CH2:14][CH2:13][CH2:12][S:9]2(=[O:11])=[O:10])[CH:3]=1. Given the reactants [Br:1][C:2]1[CH:3]=[C:4]([NH:8][S:9]([CH2:12][CH2:13][CH2:14]Cl)(=[O:11])=[O:10])[CH:5]=[N:6][CH:7]=1.CN(C=O)C.[H-].[Na+], predict the reaction product. (6) Given the reactants N1C2C(=C(N3CCN(C(C4CCC5C(=CC=CC=5)N4)=O)CC3)C=CC=2)C=C1.[CH3:28][C:29]1[CH:38]=[C:37]2[C:32]([CH2:33][CH2:34][CH:35]([C:39]([OH:41])=O)[NH:36]2)=[CH:31][CH:30]=1.N1C2C(=CC=CC=2)CCC1C(O)=O.[F:55][C:56]1[CH:61]=[CH:60][C:59]([N:62]2[CH2:67][CH2:66][NH:65][CH2:64][CH2:63]2)=[C:58]([O:68][CH3:69])[CH:57]=1, predict the reaction product. The product is: [F:55][C:56]1[CH:61]=[CH:60][C:59]([N:62]2[CH2:63][CH2:64][N:65]([C:39]([CH:35]3[CH2:34][CH2:33][C:32]4[C:37](=[CH:38][C:29]([CH3:28])=[CH:30][CH:31]=4)[NH:36]3)=[O:41])[CH2:66][CH2:67]2)=[C:58]([O:68][CH3:69])[CH:57]=1.